Dataset: NCI-60 drug combinations with 297,098 pairs across 59 cell lines. Task: Regression. Given two drug SMILES strings and cell line genomic features, predict the synergy score measuring deviation from expected non-interaction effect. (1) Drug 1: C1=CC=C(C=C1)NC(=O)CCCCCCC(=O)NO. Drug 2: CCC1(C2=C(COC1=O)C(=O)N3CC4=CC5=C(C=CC(=C5CN(C)C)O)N=C4C3=C2)O.Cl. Cell line: ACHN. Synergy scores: CSS=9.44, Synergy_ZIP=1.09, Synergy_Bliss=1.62, Synergy_Loewe=-19.0, Synergy_HSA=-4.74. (2) Drug 1: CC1=C(N=C(N=C1N)C(CC(=O)N)NCC(C(=O)N)N)C(=O)NC(C(C2=CN=CN2)OC3C(C(C(C(O3)CO)O)O)OC4C(C(C(C(O4)CO)O)OC(=O)N)O)C(=O)NC(C)C(C(C)C(=O)NC(C(C)O)C(=O)NCCC5=NC(=CS5)C6=NC(=CS6)C(=O)NCCC[S+](C)C)O. Drug 2: CN(CC1=CN=C2C(=N1)C(=NC(=N2)N)N)C3=CC=C(C=C3)C(=O)NC(CCC(=O)O)C(=O)O. Cell line: HS 578T. Synergy scores: CSS=39.6, Synergy_ZIP=-4.26, Synergy_Bliss=-4.11, Synergy_Loewe=-20.1, Synergy_HSA=-5.87. (3) Drug 1: C1=C(C(=O)NC(=O)N1)F. Drug 2: CC1=C(C=C(C=C1)C(=O)NC2=CC(=CC(=C2)C(F)(F)F)N3C=C(N=C3)C)NC4=NC=CC(=N4)C5=CN=CC=C5. Cell line: 786-0. Synergy scores: CSS=14.0, Synergy_ZIP=-3.01, Synergy_Bliss=-7.25, Synergy_Loewe=-8.88, Synergy_HSA=-8.10. (4) Drug 1: C1CC(C1)(C(=O)O)C(=O)O.[NH2-].[NH2-].[Pt+2]. Drug 2: CS(=O)(=O)OCCCCOS(=O)(=O)C. Cell line: SK-OV-3. Synergy scores: CSS=-6.03, Synergy_ZIP=1.12, Synergy_Bliss=-3.25, Synergy_Loewe=-7.35, Synergy_HSA=-6.91. (5) Drug 1: C1CCN(CC1)CCOC2=CC=C(C=C2)C(=O)C3=C(SC4=C3C=CC(=C4)O)C5=CC=C(C=C5)O. Synergy scores: CSS=7.23, Synergy_ZIP=-1.31, Synergy_Bliss=3.33, Synergy_Loewe=2.89, Synergy_HSA=1.72. Drug 2: C1C(C(OC1N2C=NC3=C2NC=NCC3O)CO)O. Cell line: A549. (6) Drug 1: CC1=C(C=C(C=C1)NC2=NC=CC(=N2)N(C)C3=CC4=NN(C(=C4C=C3)C)C)S(=O)(=O)N.Cl. Drug 2: C1C(C(OC1N2C=NC(=NC2=O)N)CO)O. Cell line: UACC-257. Synergy scores: CSS=2.27, Synergy_ZIP=2.19, Synergy_Bliss=5.50, Synergy_Loewe=1.27, Synergy_HSA=1.68. (7) Drug 1: CC12CCC3C(C1CCC2O)C(CC4=C3C=CC(=C4)O)CCCCCCCCCS(=O)CCCC(C(F)(F)F)(F)F. Drug 2: CC1=C(C(=O)C2=C(C1=O)N3CC4C(C3(C2COC(=O)N)OC)N4)N. Cell line: NCI-H460. Synergy scores: CSS=40.3, Synergy_ZIP=2.79, Synergy_Bliss=0.0660, Synergy_Loewe=-27.5, Synergy_HSA=-4.22.